This data is from Forward reaction prediction with 1.9M reactions from USPTO patents (1976-2016). The task is: Predict the product of the given reaction. (1) Given the reactants [Cl:1][C:2]1[CH:7]=[C:6]([Cl:8])[CH:5]=[CH:4][C:3]=1[C:9]1[CH:14]=[CH:13][C:12]([S:15]([NH:18][C:19]2[CH:20]=[C:21]([CH:26]=[CH:27][CH:28]=2)[C:22](OC)=[O:23])(=[O:17])=[O:16])=[CH:11][CH:10]=1.C[Mg]I.[CH2:32]1COC[CH2:33]1, predict the reaction product. The product is: [Cl:1][C:2]1[CH:7]=[C:6]([Cl:8])[CH:5]=[CH:4][C:3]=1[C:9]1[CH:14]=[CH:13][C:12]([S:15]([NH:18][C:19]2[CH:28]=[CH:27][CH:26]=[C:21]([C:22]3([OH:23])[CH2:33][CH2:32]3)[CH:20]=2)(=[O:17])=[O:16])=[CH:11][CH:10]=1. (2) Given the reactants [CH3:1][O:2][C:3]1[CH:4]=[C:5]([CH2:11][CH:12]=O)[CH:6]=[N:7][C:8]=1[O:9][CH3:10].[BH4-].[Na+].C([N:18](CC)CC)C.C1(C)C=CC(S(Cl)(=O)=O)=CC=1.[N-]=[N+]=[N-].[Na+].C1(P(C2C=CC=CC=2)C2C=CC=CC=2)C=CC=CC=1.N=P(C1C=CC=CC=1)(C1C=CC=CC=1)C1C=CC=CC=1.O, predict the reaction product. The product is: [CH3:1][O:2][C:3]1[CH:4]=[C:5]([CH2:11][CH2:12][NH2:18])[CH:6]=[N:7][C:8]=1[O:9][CH3:10]. (3) Given the reactants [NH2:1][C:2]([NH2:4])=[O:3].O=[C:6]([CH3:13])[CH2:7][C:8]([O:10][CH2:11][CH3:12])=[O:9].[Br:14][C:15]1[CH:22]=[C:21]([F:23])[CH:20]=[CH:19][C:16]=1[CH:17]=O.Cl[Si](C)(C)C.[I-].[Na+], predict the reaction product. The product is: [Br:14][C:15]1[CH:22]=[C:21]([F:23])[CH:20]=[CH:19][C:16]=1[CH:17]1[C:7]([C:8]([O:10][CH2:11][CH3:12])=[O:9])=[C:6]([CH3:13])[NH:4][C:2](=[O:3])[NH:1]1. (4) Given the reactants Cl[C:2]1[C:11]2[C:6](=[CH:7][CH:8]=[C:9]([O:12][CH3:13])[CH:10]=2)[CH:5]=[C:4]([Cl:14])[N:3]=1.[CH2:15]([O:22]CC1C=CC=CC=1)[C:16]1[CH:21]=[CH:20][CH:19]=[CH:18][CH:17]=1.[Na], predict the reaction product. The product is: [CH2:15]([O:22][C:2]1[C:11]2[C:6](=[CH:7][CH:8]=[C:9]([O:12][CH3:13])[CH:10]=2)[CH:5]=[C:4]([Cl:14])[N:3]=1)[C:16]1[CH:21]=[CH:20][CH:19]=[CH:18][CH:17]=1. (5) Given the reactants C(O[BH-](OC(=O)C)OC(=O)C)(=O)C.[Na+].[CH3:15][O:16][C:17]1[CH:24]=[CH:23][CH:22]=[CH:21][C:18]=1[CH:19]=O.Cl.Cl.[CH:27]([CH:40]1[CH2:45][NH:44][CH2:43][CH2:42][N:41]1[CH3:46])([C:34]1[CH:39]=[CH:38][CH:37]=[CH:36][CH:35]=1)[C:28]1[CH:33]=[CH:32][CH:31]=[CH:30][CH:29]=1, predict the reaction product. The product is: [CH:27]([CH:40]1[CH2:45][N:44]([CH2:19][C:18]2[CH:21]=[CH:22][CH:23]=[CH:24][C:17]=2[O:16][CH3:15])[CH2:43][CH2:42][N:41]1[CH3:46])([C:34]1[CH:39]=[CH:38][CH:37]=[CH:36][CH:35]=1)[C:28]1[CH:29]=[CH:30][CH:31]=[CH:32][CH:33]=1.